From a dataset of NCI-60 drug combinations with 297,098 pairs across 59 cell lines. Regression. Given two drug SMILES strings and cell line genomic features, predict the synergy score measuring deviation from expected non-interaction effect. (1) Drug 1: CC1C(C(CC(O1)OC2CC(OC(C2O)C)OC3=CC4=CC5=C(C(=O)C(C(C5)C(C(=O)C(C(C)O)O)OC)OC6CC(C(C(O6)C)O)OC7CC(C(C(O7)C)O)OC8CC(C(C(O8)C)O)(C)O)C(=C4C(=C3C)O)O)O)O. Drug 2: CN(C(=O)NC(C=O)C(C(C(CO)O)O)O)N=O. Cell line: HCT-15. Synergy scores: CSS=36.6, Synergy_ZIP=-3.98, Synergy_Bliss=-4.13, Synergy_Loewe=-43.4, Synergy_HSA=-4.27. (2) Drug 1: C1CCC(C1)C(CC#N)N2C=C(C=N2)C3=C4C=CNC4=NC=N3. Drug 2: CC12CCC3C(C1CCC2O)C(CC4=C3C=CC(=C4)O)CCCCCCCCCS(=O)CCCC(C(F)(F)F)(F)F. Cell line: HCT-15. Synergy scores: CSS=2.72, Synergy_ZIP=-1.11, Synergy_Bliss=-0.324, Synergy_Loewe=-3.43, Synergy_HSA=-2.29. (3) Drug 1: C1=CN(C=N1)CC(O)(P(=O)(O)O)P(=O)(O)O. Drug 2: C#CCC(CC1=CN=C2C(=N1)C(=NC(=N2)N)N)C3=CC=C(C=C3)C(=O)NC(CCC(=O)O)C(=O)O. Cell line: DU-145. Synergy scores: CSS=-3.22, Synergy_ZIP=0.635, Synergy_Bliss=-0.668, Synergy_Loewe=-0.303, Synergy_HSA=-3.04.